This data is from Full USPTO retrosynthesis dataset with 1.9M reactions from patents (1976-2016). The task is: Predict the reactants needed to synthesize the given product. (1) Given the product [F:11][C:12]([F:26])([F:27])[C:13]1[CH:14]=[C:15]([C:2]2[CH:7]=[CH:6][C:5]([CH2:8][C:9]#[N:10])=[CH:4][CH:3]=2)[CH:16]=[C:17]([C:19]([F:20])([F:21])[F:22])[CH:18]=1, predict the reactants needed to synthesize it. The reactants are: Br[C:2]1[CH:7]=[CH:6][C:5]([CH2:8][C:9]#[N:10])=[CH:4][CH:3]=1.[F:11][C:12]([F:27])([F:26])[C:13]1[CH:14]=[C:15](B(O)O)[CH:16]=[C:17]([C:19]([F:22])([F:21])[F:20])[CH:18]=1.C(=O)([O-])[O-].[K+].[K+]. (2) Given the product [Br:1][C:2]1[CH:9]=[CH:8][C:5]([CH:6]=[O:7])=[C:4]([O:18][C:15]2[CH:16]=[CH:17][C:12]([Cl:11])=[C:13]([CH3:20])[C:14]=2[CH3:19])[CH:3]=1, predict the reactants needed to synthesize it. The reactants are: [Br:1][C:2]1[CH:9]=[CH:8][C:5]([CH:6]=[O:7])=[C:4](F)[CH:3]=1.[Cl:11][C:12]1[CH:17]=[CH:16][C:15]([OH:18])=[C:14]([CH3:19])[C:13]=1[CH3:20].C([O-])([O-])=O.[K+].[K+]. (3) Given the product [N:35]1([C:19]2[N:18]=[C:17]([NH:16][CH2:15][C:12]3[CH:13]=[CH:14][C:9]([NH:8][C:6](=[O:7])[C:5]4[CH:4]=[CH:3][C:2]([Cl:1])=[CH:33][CH:32]=4)=[CH:10][CH:11]=3)[C:26]3[C:21](=[CH:22][CH:23]=[C:24]([C:27]([F:30])([F:28])[F:29])[CH:25]=3)[N:20]=2)[CH2:38][CH2:37][CH2:36]1, predict the reactants needed to synthesize it. The reactants are: [Cl:1][C:2]1[CH:33]=[CH:32][C:5]([C:6]([NH:8][C:9]2[CH:14]=[CH:13][C:12]([CH2:15][NH:16][C:17]3[C:26]4[C:21](=[CH:22][CH:23]=[C:24]([C:27]([F:30])([F:29])[F:28])[CH:25]=4)[N:20]=[C:19](Cl)[N:18]=3)=[CH:11][CH:10]=2)=[O:7])=[CH:4][CH:3]=1.Cl.[NH:35]1[CH2:38][CH2:37][CH2:36]1. (4) Given the product [Si:1]([O:8][C@@H:9]1[C@@:37]2([CH3:38])[C:13](=[CH:14][CH:15]=[C:16]3[C@@H:36]2[CH2:35][CH2:34][C@@:33]2([CH3:39])[C@H:17]3[CH2:18][CH:19]=[C:20]2[C@@H:21]([S:23][CH2:24]/[CH:43]=[CH:44]\[C:45]([CH2:56][CH3:57])([O:48][Si:49]([CH2:52][CH3:53])([CH2:54][CH3:55])[CH2:50][CH3:51])[CH2:46][CH3:47])[CH3:22])[CH2:12][C@@H:11]([OH:40])[CH2:10]1)([C:4]([CH3:5])([CH3:6])[CH3:7])([CH3:2])[CH3:3], predict the reactants needed to synthesize it. The reactants are: [Si:1]([O:8][C@@H:9]1[C@@:37]2([CH3:38])[C:13](=[CH:14][CH:15]=[C:16]3[C@@H:36]2[CH2:35][CH2:34][C@@:33]2([CH3:39])[C@H:17]3[CH2:18][CH:19]=[C:20]2[C@@H:21]([S:23][C:24](OC2C=CC=CC=2)=O)[CH3:22])[CH2:12][C@@H:11]([OH:40])[CH2:10]1)([C:4]([CH3:7])([CH3:6])[CH3:5])([CH3:3])[CH3:2].BrC/[CH:43]=[CH:44]\[C:45]([CH2:56][CH3:57])([O:48][Si:49]([CH2:54][CH3:55])([CH2:52][CH3:53])[CH2:50][CH3:51])[CH2:46][CH3:47].O1CCCC1.[OH-].[K+]. (5) Given the product [CH:1]1([N:4]([C:24](=[O:31])[CH2:25][C:26]([O:28][CH2:29][CH3:30])=[O:27])[C:5]2[C:6]([C:19]([O:21][CH3:22])=[O:20])=[N:7][CH:8]=[C:9]([CH2:11][C:12]3[CH:17]=[CH:16][C:15]([F:18])=[CH:14][CH:13]=3)[CH:10]=2)[CH2:2][CH2:3]1, predict the reactants needed to synthesize it. The reactants are: [CH:1]1([NH:4][C:5]2[C:6]([C:19]([O:21][CH3:22])=[O:20])=[N:7][CH:8]=[C:9]([CH2:11][C:12]3[CH:17]=[CH:16][C:15]([F:18])=[CH:14][CH:13]=3)[CH:10]=2)[CH2:3][CH2:2]1.Cl[C:24](=[O:31])[CH2:25][C:26]([O:28][CH2:29][CH3:30])=[O:27].C(=O)(O)[O-].[Na+]. (6) The reactants are: [C:1]([C:3]1[CH:4]=[N:5][N:6]2[CH:11]=[CH:10][C:9]([C:12]3[CH:32]=[CH:31][C:15]([C:16]([N:18]4[CH2:23][CH2:22][N:21]([C:24]([O:26][C:27]([CH3:30])([CH3:29])[CH3:28])=[O:25])[CH2:20][CH2:19]4)=[O:17])=[CH:14][CH:13]=3)=[N:8][C:7]=12)#[CH:2].I[C:34]1[CH:39]=[CH:38][N:37]=[CH:36][CH:35]=1. Given the product [N:37]1[CH:38]=[CH:39][C:34]([C:2]#[C:1][C:3]2[CH:4]=[N:5][N:6]3[CH:11]=[CH:10][C:9]([C:12]4[CH:13]=[CH:14][C:15]([C:16]([N:18]5[CH2:19][CH2:20][N:21]([C:24]([O:26][C:27]([CH3:28])([CH3:29])[CH3:30])=[O:25])[CH2:22][CH2:23]5)=[O:17])=[CH:31][CH:32]=4)=[N:8][C:7]=23)=[CH:35][CH:36]=1, predict the reactants needed to synthesize it. (7) Given the product [CH3:15][C:14]1[N:13]=[C:11]([C:4]2[C:5]3[C:10](=[CH:9][CH:8]=[CH:7][CH:6]=3)[N:2]([CH3:1])[CH:3]=2)[N:21]2[C:16]=1[CH:17]=[N:18][C:19]([NH:22][C:23]1[CH:28]=[C:27]([O:29][CH3:30])[C:26]([O:31][CH3:32])=[C:25]([O:33][CH3:34])[CH:24]=1)=[N:20]2, predict the reactants needed to synthesize it. The reactants are: [CH3:1][N:2]1[C:10]2[C:5](=[CH:6][CH:7]=[CH:8][CH:9]=2)[C:4]([C:11]([NH:13][CH:14]([C:16]2[N:21]=[N:20][C:19]([NH:22][C:23]3[CH:28]=[C:27]([O:29][CH3:30])[C:26]([O:31][CH3:32])=[C:25]([O:33][CH3:34])[CH:24]=3)=[N:18][CH:17]=2)[CH3:15])=O)=[CH:3]1.N1C=NC=N1.P(Cl)(Cl)(Cl)=O. (8) The reactants are: [NH2:1][C:2]1[CH:3]=[C:4]2[C:9](=[CH:10][CH:11]=1)[N:8]=[CH:7][C:6]([C:12]#[N:13])=[C:5]2[NH:14][C:15]1[CH:20]=[CH:19][C:18]([F:21])=[C:17]([Cl:22])[CH:16]=1.[C:23]([O:27][C:28]([N:30]1[CH2:35][CH2:34][CH2:33][CH:32]([CH:36]=O)[CH2:31]1)=[O:29])([CH3:26])([CH3:25])[CH3:24].[BH3-]C#N.[Na+]. Given the product [C:23]([O:27][C:28]([N:30]1[CH2:35][CH2:34][CH2:33][CH:32]([CH2:36][NH:1][C:2]2[CH:3]=[C:4]3[C:9](=[CH:10][CH:11]=2)[N:8]=[CH:7][C:6]([C:12]#[N:13])=[C:5]3[NH:14][C:15]2[CH:20]=[CH:19][C:18]([F:21])=[C:17]([Cl:22])[CH:16]=2)[CH2:31]1)=[O:29])([CH3:26])([CH3:24])[CH3:25], predict the reactants needed to synthesize it. (9) The reactants are: [CH2:1]([O:8][N:9]1[C:15](=[O:16])[N:14]2[CH2:17][C@H:10]1[CH2:11][CH2:12][C@H:13]2[C:18]([OH:20])=O)[C:2]1[CH:7]=[CH:6][CH:5]=[CH:4][CH:3]=1.Cl.Cl.[NH:23]([C:25]1[CH:26]=[N:27][CH:28]=[CH:29][CH:30]=1)[NH2:24].ON1C2C=CC=CC=2N=N1.Cl.C(N=C=NCCCN(C)C)C. Given the product [CH2:1]([O:8][N:9]1[C:15](=[O:16])[N:14]2[CH2:17][C@H:10]1[CH2:11][CH2:12][C@H:13]2[C:18]([NH:24][NH:23][C:25]1[CH:26]=[N:27][CH:28]=[CH:29][CH:30]=1)=[O:20])[C:2]1[CH:3]=[CH:4][CH:5]=[CH:6][CH:7]=1, predict the reactants needed to synthesize it. (10) Given the product [CH2:17]([C:19]1[CH:24]=[C:23]([C:2]2[N:3]=[C:4]3[C:10]([C:11](=[O:16])[C:12]([CH3:15])([CH3:14])[CH3:13])=[CH:9][NH:8][C:5]3=[N:6][CH:7]=2)[CH:22]=[CH:21][CH:20]=1)[CH3:18], predict the reactants needed to synthesize it. The reactants are: Br[C:2]1[N:3]=[C:4]2[C:10]([C:11](=[O:16])[C:12]([CH3:15])([CH3:14])[CH3:13])=[CH:9][NH:8][C:5]2=[N:6][CH:7]=1.[CH2:17]([C:19]1[CH:20]=[C:21](B(O)O)[CH:22]=[CH:23][CH:24]=1)[CH3:18].C([O-])([O-])=O.[K+].[K+].O1CCOCC1.